This data is from Full USPTO retrosynthesis dataset with 1.9M reactions from patents (1976-2016). The task is: Predict the reactants needed to synthesize the given product. (1) Given the product [CH2:7]([O:6][C:4](=[O:5])[C:3]1[CH:9]=[CH:10][CH:11]=[N:12][C:2]=1[O:14][CH3:13])[CH3:8], predict the reactants needed to synthesize it. The reactants are: Cl[C:2]1[N:12]=[CH:11][CH:10]=[CH:9][C:3]=1[C:4]([O:6][CH2:7][CH3:8])=[O:5].[CH3:13][O-:14].[Na+]. (2) Given the product [NH2:21][C@H:19]([C:9]1[N:10]=[C:11]2[S:17][CH:16]=[C:15]([CH3:18])[N:12]2[C:13](=[O:14])[C:8]=1[C:4]1[CH:5]=[CH:6][CH:7]=[C:2]([F:1])[CH:3]=1)[CH3:20], predict the reactants needed to synthesize it. The reactants are: [F:1][C:2]1[CH:3]=[C:4]([C:8]2[C:13](=[O:14])[N:12]3[C:15]([CH3:18])=[CH:16][S:17][C:11]3=[N:10][C:9]=2[C@@H:19]([NH:21]C(=O)OC(C)(C)C)[CH3:20])[CH:5]=[CH:6][CH:7]=1.O1CCOCC1.O.[OH-].[Na+]. (3) The reactants are: [C:1]12([C:12]3[CH:13]=[CH:14][CH:15]=[CH:16][C:11]=3[CH2:10][O:9]1)[CH2:6][CH2:5][CH:4]([CH:7]=[O:8])[CH2:3][CH2:2]2.[BH4-].[Na+]. Given the product [C:1]12([C:12]3[CH:13]=[CH:14][CH:15]=[CH:16][C:11]=3[CH2:10][O:9]1)[CH2:6][CH2:5][CH:4]([CH2:7][OH:8])[CH2:3][CH2:2]2, predict the reactants needed to synthesize it. (4) Given the product [Cl:1][C:2]1[CH:3]=[CH:4][C:5]([C:8]([OH:9])([C:10]2[N:11]([CH3:15])[CH:12]=[N:13][CH:14]=2)[C:16]2[CH:17]=[C:18]3[C:23](=[CH:24][CH:25]=2)[NH:22][C:21](=[O:26])[CH:20]=[C:19]3[C:28]2[S:29][C:30]([CH3:33])=[CH:31][CH:32]=2)=[CH:6][CH:7]=1, predict the reactants needed to synthesize it. The reactants are: [Cl:1][C:2]1[CH:7]=[CH:6][C:5]([C:8]([C:16]2[CH:17]=[C:18]3[C:23](=[CH:24][CH:25]=2)[N:22]=[C:21]([O:26]C)[CH:20]=[C:19]3[C:28]2[S:29][C:30]([CH3:33])=[CH:31][CH:32]=2)([C:10]2[N:11]([CH3:15])[CH:12]=[N:13][CH:14]=2)[OH:9])=[CH:4][CH:3]=1.Cl. (5) The reactants are: [CH:1]([NH:4][C:5]([C:7]1[C:15]2[C:10](=[N:11][CH:12]=[C:13]([C:16]3[C:17]4[CH2:24][CH2:23][CH2:22][C:18]=4[N:19]([CH3:21])[N:20]=3)[N:14]=2)[N:9](COCC[Si](C)(C)C)[CH:8]=1)=[O:6])([CH3:3])[CH3:2].C(O)(C(F)(F)F)=O. Given the product [CH:1]([NH:4][C:5]([C:7]1[C:15]2[C:10](=[N:11][CH:12]=[C:13]([C:16]3[C:17]4[CH2:24][CH2:23][CH2:22][C:18]=4[N:19]([CH3:21])[N:20]=3)[N:14]=2)[NH:9][CH:8]=1)=[O:6])([CH3:3])[CH3:2], predict the reactants needed to synthesize it. (6) Given the product [O:19]=[S:11]1(=[O:20])[C:12]2[CH:18]=[CH:17][CH:16]=[CH:15][C:13]=2[NH:14][C:9]([C:6]2[C:7](=[O:8])[N:2]([N:1]=[CH:30][C:27]3[CH:28]=[CH:29][S:25][CH:26]=3)[C:3]3[CH:24]=[CH:23][S:22][C:4]=3[C:5]=2[OH:21])=[N:10]1, predict the reactants needed to synthesize it. The reactants are: [NH2:1][N:2]1[C:7](=[O:8])[C:6]([C:9]2[NH:14][C:13]3[CH:15]=[CH:16][CH:17]=[CH:18][C:12]=3[S:11](=[O:20])(=[O:19])[N:10]=2)=[C:5]([OH:21])[C:4]2[S:22][CH:23]=[CH:24][C:3]1=2.[S:25]1[CH:29]=[CH:28][C:27]([CH:30]=O)=[CH:26]1.